From a dataset of Experimentally validated miRNA-target interactions with 360,000+ pairs, plus equal number of negative samples. Binary Classification. Given a miRNA mature sequence and a target amino acid sequence, predict their likelihood of interaction. (1) The miRNA is hsa-miR-18b-3p with sequence UGCCCUAAAUGCCCCUUCUGGC. The protein sequence of the target gene is MSSKPEPKDIHQPNGTGPTPSPCSSDGPGREPLAGTSEFLGPDGVEVVVIESRANAKGIREEDALLENGSQSNESDDVSTDRGPAPPSPLKETSFSIGLQVLFPFLLAGFGTVAAGMVLDIVQHWEVFQKVTEVFILVPALLGLKGNLEMTLASRLSTAANIGQMDTPKELWRMITGNMALIQVQATVVGFLASIAAVVFGWIPDGHFSIPHAFLLCASSVATAFIASLVLGMIMIGVIIGSRKIGINPDNVATPIAASLGDLITLALLSGISWGLYLELKHWRYIYPLVCAFFVALLPV.... Result: 0 (no interaction). (2) The miRNA is hsa-miR-6820-5p with sequence UGCGGCAGAGCUGGGGUCA. The protein sequence of the target gene is MMEELHSLDPRRQELLEARFTGVGVSKGPLNSESSNQSLCSVGSLSDKEVETPEKKQNDQRNRKRKAEPYDTSQGKGTPRGHKISDYFERRAEQPLYGLDGSAAKEASEEQSALPTLMSVMLAKPRLDTEQLAPRGAGLCFTFVSAQQNSPSSTGSGNTEHSCSSQKQISIQHRQTQSDLTIEKISALENSKNSDLEKKEGRIDDLLRANCDLRRQIDEQQKMLEKYKERLNRCVTMSKKLLIEKSKQEKMACRDKSMQDRLRLGHFTTVRHGASFTEQWTDGYAFQNLIKQQERINSQR.... Result: 0 (no interaction). (3) The protein sequence of the target gene is MLARNNSLVTEFILAGLTDHPEFRQPLFFLFLVIYIVTMVGNLGLITLFGLNSHLHTPMYYFLFNLSFIDLCYSSVFTPKMLMNFVSKKNIISNVGCMTRLFFFLFFVISECYMLTSMAYDRYVAICNPLLYKVTMSHQVCSMLTFAAYIMGLAGATAHTGCMLRLTFCSANIINHYLCDILPLLQLSCTSTYVNEVVVLIVVGTNITVPSCTILISYVFIVTSILHIKSTQGRSKAFSTCSSHVIALSLFFGSAAFMYIKYSSGSMEQGKVSSVFYTNVVPMLNPLIYSLRNKDVKVAL.... The miRNA is hsa-miR-8070 with sequence AUGUGAUUGACGGCUGACUCCA. Result: 0 (no interaction). (4) The miRNA is mmu-miR-1192 with sequence AAACAAACAAACAGACCAAAUU. The protein sequence of the target gene is METVHSTFLLLLFVPLTQQAPQSQLDSHVNYEYATGNSEETKFSQDYEDKYLDGKSIKEKETMIIPDEKSLQLQKDEVIPSLPTKKENDEMPTCLLCVCLSGSVYCEEVDIDAVPPLPKESAYLYARFNKIKKLTAKDFADMPNLRRLDFTGNLIEDIEDGTFSKLSLLEELTLAENQLLRLPVLPPKLTLLNAKHNKIKSKGIKANTFKKLNKLSFLYLDHNDLESVPPNLPESLRVIHLQFNSISSLTDDTFCKANDTRYIRERIEEIRLEGNPIALGKHPNSFICLKRLPIGSYF. Result: 1 (interaction). (5) The miRNA is hsa-miR-374b-3p with sequence CUUAGCAGGUUGUAUUAUCAUU. The protein sequence of the target gene is MPDRDSYANGTGSSGGGPGGGGSEEASGAGVGSGGASSDAICRDFLRNVCKRGKRCRYRHPDMSEVSNLGVSKNEFIFCHDFQNKECSRPNCRFIHGSKEDEDGYKKTGELPPRLRQKVAAGLGLSPADLPNGKEEVPICRDFLKGDCQRGAKCKFRHLQRDFEFDARGGGGTGGGSTGSVLPGRRHDLYDIYDLPDRGFEDHEPGPKRRRGGCCPPDGPHFESYEYSLAPPRGVECRLLEEENAMLRKRVEELKKQVSNLLATNEVLLEQNAQFRNQAKVITLSSTAPATEQTLAPTVG.... Result: 1 (interaction). (6) The miRNA is hsa-miR-6776-3p with sequence CAACCACCACUGUCUCUCCCCAG. The protein sequence of the target gene is MAFVKSGWLLRQSTILKRWKKNWFDLWSDGHLIYYDDQTRQSIEDKVHMPVDCINIRTGHECRDIQPPDGKPRDCLLQIVCRDGKTISLCAESTDDCLAWKFTLQDSRTNTAYVGSAILSEETAVAASPPPYAAYATPTPEVYGYGPYSGAYPAGTQVVYAANGQAYAVPYQYPYAGVYGQQPANQVIIRERYRDNDSDLALGMLAGAATGMALGSLFWVF. Result: 0 (no interaction). (7) The miRNA is dre-miR-206-3p with sequence UGGAAUGUAAGGAAGUGUGUGG. The protein sequence of the target gene is MASETEKTHALLQTCSTESLISSLGLGAFCLVADRLLQFSTIQQNDWLRALSDNAVHCVIGMWSWAVVTGIKKKTDFGEIILAGFLASVIDVDHFFLAGSMSLKAALTLPRRPFLHCSTVIPVVVLTLKFTMHLFKLKDSWCFLPWMLFISWTSHHIRDGIRHGLWICPFGKTSPLPFWLYVIITSSLPHICSFVMYLTGTRQMMSSKHGVRIDV. Result: 0 (no interaction). (8) The miRNA is hsa-miR-4330 with sequence CCUCAGAUCAGAGCCUUGC. The protein sequence of the target gene is MATTKRVLYVGGLAEEVDDKVLHAAFIPFGDITDIQIPLDYETEKHRGFAFVEFELAEDAAAAIDNMNESELFGRTIRVNLAKPMRIKEGSSRPVWSDDDWLKKFSGKTLEENKEEEGSEPPKAETQEGEPIAKKARSNPQVYMDIKIGNKPAGRIQMLLRSDVVPMTAENFRCLCTHEKGFGFKGSSFHRIIPQFMCQGGDFTNHNGTGGKSIYGKKFDDENFILKHTGPGLLSMANSGPNTNGSQFFLTCDKTDWLDGKHVVFGEVTEGLDVLRQIEAQGSKDGKPKQKVIIADCGEY.... Result: 0 (no interaction). (9) The miRNA is hsa-miR-4450 with sequence UGGGGAUUUGGAGAAGUGGUGA. The protein sequence of the target gene is MHAALAGPLLAALLATARARPQPPDGGQCRPPGSQRDLNSFLWTIRRHPPAYLFGTIHVPYTRVWDFIPDNSKAAFQASTHVYFELDLTDPYTISALASCQLLPHGENLQDVLPRELYWRLKRHLDYVKLMIPSWMTPAQRGKGLYADYLFNAIAGNWERKRPVWVMLMVNSLTETDVRSRGVPVLDLYLAQQAEKMKKSTGAVERVEEQCHPLNGLNFSQVLFALNQTLLQHESVRAGSLQAPYTTEDLIKHYNCGDLNAVIFNHDTSQLPNFINTTLPPHEQVTAQEIDSYFRQELIY.... Result: 0 (no interaction). (10) The miRNA is hsa-miR-4667-3p with sequence UCCCUCCUUCUGUCCCCACAG. The protein sequence of the target gene is MRSFLQQDVNKTKSRLNVLNGLANNMDDLKINTDITGAKEELLDDNNFISDKESGVHKPKDCQTSFQKNNTLTLPEELSKDKSENALSGGQSSLFIHAGAPTVSSENFILPKGAAVNGPVSHSSLTKTSNMNKGSVSLTTGQPVDQPTTESCSTLKVAADLQLSTPQKASQHQVLFLLSDVAHAKNPTHSNKKLPTSASVGCDIQNSVGSNIKSDGTLINQVEVGEDGEDLLVKDDCVNTVTGISSGTDGFRSENDTNWDPQKEFIQFLMTNEETVDKAPPHSKIGLEKKRKRKMDVSKI.... Result: 1 (interaction).